From a dataset of Reaction yield outcomes from USPTO patents with 853,638 reactions. Predict the reaction yield, written as a fraction of the theoretical maximum amount of product (1.0 means a 100% yield; for example, 0.34 means a 34% yield). (1) The reactants are C[O:2][C:3]1[CH:8]=[CH:7][C:6]([CH2:9][C@H:10]([C:12]2[CH:17]=[CH:16][CH:15]=[CH:14][CH:13]=2)[CH3:11])=[CH:5][CH:4]=1.Br. The catalyst is C(O)(=O)C. The product is [OH:2][C:3]1[CH:4]=[CH:5][C:6]([CH2:9][C@H:10]([C:12]2[CH:13]=[CH:14][CH:15]=[CH:16][CH:17]=2)[CH3:11])=[CH:7][CH:8]=1. The yield is 0.995. (2) The reactants are [NH2:1][OH:2].[CH3:3][C:4]1[N:5]([C:10]2[N:14]([C:15]3[CH:20]=[CH:19][C:18]([OH:21])=[CH:17][C:16]=3[F:22])[N:13]=[C:12]([CH3:23])[C:11]=2[C:24]#[N:25])[C:6]([CH3:9])=[CH:7][CH:8]=1. The catalyst is CO. The product is [CH3:3][C:4]1[N:5]([C:10]2[N:14]([C:15]3[CH:20]=[CH:19][C:18]([OH:21])=[CH:17][C:16]=3[F:22])[N:13]=[C:12]([CH3:23])[C:11]=2[C:24](=[N:1][OH:2])[NH2:25])[C:6]([CH3:9])=[CH:7][CH:8]=1. The yield is 0.280. (3) The reactants are [C:1](=[N:14][NH2:15])([C:8]1[CH:13]=[CH:12][CH:11]=[CH:10][CH:9]=1)[C:2]1[CH:7]=[CH:6][CH:5]=[CH:4][CH:3]=1.Br[C:17]1[C:26]2[C:21](=[CH:22][CH:23]=[CH:24][CH:25]=2)[CH:20]=[CH:19][CH:18]=1.CC([O-])(C)C.[Na+]. The catalyst is CC([O-])=O.CC([O-])=O.[Pd+2].C1C=CC(P(C2C(C3C(P(C4C=CC=CC=4)C4C=CC=CC=4)=CC=C4C=3C=CC=C4)=C3C(C=CC=C3)=CC=2)C2C=CC=CC=2)=CC=1.C1(C)C=CC=CC=1. The product is [C:25]1([NH:15][N:14]=[C:1]([C:8]2[CH:9]=[CH:10][CH:11]=[CH:12][CH:13]=2)[C:2]2[CH:7]=[CH:6][CH:5]=[CH:4][CH:3]=2)[C:26]2[C:21](=[CH:20][CH:19]=[CH:18][CH:17]=2)[CH:22]=[CH:23][CH:24]=1. The yield is 0.530. (4) The reactants are [N:1]1([C:7]2[C:8]3[S:22][CH:21]=[CH:20][C:9]=3[N:10]=[C:11]([C:13]3[CH:14]=[C:15]([OH:19])[CH:16]=[CH:17][CH:18]=3)[N:12]=2)[CH2:6][CH2:5][O:4][CH2:3][CH2:2]1.N1C=CN=C1.[Si:28](Cl)([C:31]([CH3:34])([CH3:33])[CH3:32])([CH3:30])[CH3:29]. The catalyst is CN(C=O)C. The product is [C:31]([Si:28]([CH3:30])([CH3:29])[O:19][C:15]1[CH:14]=[C:13]([C:11]2[N:12]=[C:7]([N:1]3[CH2:6][CH2:5][O:4][CH2:3][CH2:2]3)[C:8]3[S:22][CH:21]=[CH:20][C:9]=3[N:10]=2)[CH:18]=[CH:17][CH:16]=1)([CH3:34])([CH3:33])[CH3:32]. The yield is 0.830. (5) The reactants are N([O-])=O.[Na+].N[C:6]1[CH:7]=[C:8]([C:13]2[N:17]=[C:16]([C:18]3[S:19][CH:20]=[CH:21][C:22]=3[Cl:23])[O:15][N:14]=2)[CH:9]=[CH:10][C:11]=1[Cl:12].[C-:24]#[N:25].[K+].C(=O)([O-])[O-].[Na+].[Na+]. The catalyst is S(=O)(=O)(O)O.O.C(OCC)(=O)C. The product is [Cl:23][C:22]1[CH:21]=[CH:20][S:19][C:18]=1[C:16]1[O:15][N:14]=[C:13]([C:8]2[CH:9]=[CH:10][C:11]([Cl:12])=[C:6]([C:24]#[N:25])[CH:7]=2)[N:17]=1. The yield is 0.220. (6) The reactants are [C:1]([OH:10])(=[O:9])[C@@H:2]([C@H:4]([C:6]([OH:8])=O)[OH:5])[OH:3].[C:11](Cl)(=[O:15])[CH:12]([CH3:14])[CH3:13]. The catalyst is C1(C)C=CC=CC=1.CCOCC.CCCCCC. The product is [O:10]=[C:1]1[C@H:2]([O:3][C:11](=[O:15])[CH:12]([CH3:14])[CH3:13])[C@@H:4]([O:5][C:11](=[O:15])[CH:12]([CH3:14])[CH3:13])[C:6](=[O:8])[O:9]1. The yield is 0.710. (7) The reactants are [C:1]([O:5][C:6]([NH:8][CH2:9][C:10]1([C:15](OC)=[O:16])[CH2:14][CH2:13][CH2:12][CH2:11]1)=[O:7])([CH3:4])([CH3:3])[CH3:2].[H-].C([Al+]CC(C)C)C(C)C.CCOCC. The catalyst is C1COCC1.C(Cl)Cl. The product is [C:1]([O:5][C:6](=[O:7])[NH:8][CH2:9][C:10]1([CH2:15][OH:16])[CH2:14][CH2:13][CH2:12][CH2:11]1)([CH3:4])([CH3:2])[CH3:3]. The yield is 0.770. (8) The reactants are [CH3:1][O:2][C:3](=[O:11])[C:4]1[CH:9]=[CH:8][CH:7]=[C:6]([CH3:10])[CH:5]=1.[CH2:12](O)[CH3:13].O.C(=O)([O-])[O-].[Na+].[Na+]. The catalyst is C1(C)C=CC=CC=1.CCCCCC.C(OCC)(=O)C. The product is [CH3:1][O:2][C:3]([C:4]1[CH:9]=[CH:8][C:7]([C:3]2[C:4]([CH3:9])=[CH:5][CH:6]=[CH:7][C:12]=2[CH3:13])=[C:6]([CH3:10])[CH:5]=1)=[O:11]. The yield is 0.830.